Dataset: Forward reaction prediction with 1.9M reactions from USPTO patents (1976-2016). Task: Predict the product of the given reaction. (1) Given the reactants [C:1]([O:5][C:6](=[O:21])[N:7]([CH2:18][CH2:19][OH:20])[CH2:8][C:9]1[CH:10]=[CH:11][CH:12]=[C:13]2[C:17]=1[NH:16][CH:15]=[CH:14]2)([CH3:4])([CH3:3])[CH3:2].C(N(CC)CC)C.[S:29](Cl)([CH3:32])(=[O:31])=[O:30], predict the reaction product. The product is: [CH3:32][S:29]([O:20][CH2:19][CH2:18][N:7]([C:6]([O:5][C:1]([CH3:4])([CH3:2])[CH3:3])=[O:21])[CH2:8][C:9]1[CH:10]=[CH:11][CH:12]=[C:13]2[C:17]=1[NH:16][CH:15]=[CH:14]2)(=[O:31])=[O:30]. (2) Given the reactants [CH2:1]([O:3][C:4]1[CH:9]=[C:8]([OH:10])[CH:7]=[CH:6][C:5]=1[CH2:11][CH2:12][C:13]([O:15][CH3:16])=[O:14])[CH3:2].[H-].[Na+].Cl[C:20]1[CH:25]=[CH:24][C:23]([C:26]([F:29])([F:28])[F:27])=[CH:22][N:21]=1.O, predict the reaction product. The product is: [CH2:1]([O:3][C:4]1[CH:9]=[C:8]([O:10][C:20]2[CH:25]=[CH:24][C:23]([C:26]([F:29])([F:28])[F:27])=[CH:22][N:21]=2)[CH:7]=[CH:6][C:5]=1[CH2:11][CH2:12][C:13]([O:15][CH3:16])=[O:14])[CH3:2].